Dataset: Catalyst prediction with 721,799 reactions and 888 catalyst types from USPTO. Task: Predict which catalyst facilitates the given reaction. (1) Reactant: C([N:8]1[CH:12]([C:13]2([CH3:17])[CH2:16][CH2:15][CH2:14]2)[CH2:11][C:10](=[O:18])[O:9]1)C1C=CC=CC=1.[H][H]. Product: [NH2:8][CH:12]([C:13]1([CH3:17])[CH2:16][CH2:15][CH2:14]1)[CH2:11][C:10]([OH:18])=[O:9]. The catalyst class is: 293. (2) Reactant: [OH:1][C:2]1[CH:3]=[CH:4][C:5]2[CH2:6][C@H:7]3[N:19]([CH2:20][CH:21]4[CH2:23][CH2:22]4)[CH2:18][CH2:17][C@:13]45[C:14]=2[C:15]=1[O:16][C@H:12]4[CH2:11][CH2:10][CH2:9][C@@:8]35[OH:24].C([O-])([O-])=O.[K+].[K+].[CH2:31](Br)[C:32]1[CH:37]=[CH:36][CH:35]=[CH:34][CH:33]=1. Product: [CH2:31]([O:1][C:2]1[CH:3]=[CH:4][C:5]2[CH2:6][C@H:7]3[N:19]([CH2:20][CH:21]4[CH2:22][CH2:23]4)[CH2:18][CH2:17][C@:13]45[C:14]=2[C:15]=1[O:16][C@H:12]4[CH2:11][CH2:10][CH2:9][C@@:8]35[OH:24])[C:32]1[CH:37]=[CH:36][CH:35]=[CH:34][CH:33]=1. The catalyst class is: 18. (3) Reactant: [OH:1][C:2]1[C:3]2[C:22]([CH3:23])=[CH:21][S:20][C:4]=2[N:5]([CH3:19])[C:6](=[O:18])[C:7]=1[C:8]([N:10]([C:12]1[CH:17]=[CH:16][CH:15]=[CH:14][CH:13]=1)[CH3:11])=[O:9].[OH-].[Na+].O.O.O.O.O.S([O-])([O-])(=O)=O.[Cu+2:36].C(Cl)(Cl)Cl. Product: [Cu+2:36].[OH:1][C:2]1[C:3]2[C:22]([CH3:23])=[CH:21][S:20][C:4]=2[N:5]([CH3:19])[C:6](=[O:18])[C:7]=1[C:8]([N:10]([C:12]1[CH:17]=[CH:16][CH:15]=[CH:14][CH:13]=1)[CH3:11])=[O:9]. The catalyst class is: 6. (4) Reactant: C(O)(C(F)(F)F)=O.[CH3:8][N:9]([CH3:45])[CH2:10][CH2:11][CH2:12][C:13]1[C:21]2[C:16](=[CH:17][CH:18]=[CH:19][C:20]=2[NH:22][C:23]2[C:31]3[C:26](=[CH:27][N:28]=[CH:29][CH:30]=3)[O:25][C:24]=2[C:32]2[N:37]=[CH:36][CH:35]=[CH:34][N:33]=2)[N:15](C(OC(C)(C)C)=O)[N:14]=1. Product: [CH3:45][N:9]([CH3:8])[CH2:10][CH2:11][CH2:12][C:13]1[C:21]2[C:20]([NH:22][C:23]3[C:31]4[C:26](=[CH:27][N:28]=[CH:29][CH:30]=4)[O:25][C:24]=3[C:32]3[N:37]=[CH:36][CH:35]=[CH:34][N:33]=3)=[CH:19][CH:18]=[CH:17][C:16]=2[NH:15][N:14]=1. The catalyst class is: 4. (5) Reactant: Br[CH2:2][C:3]([O:5][CH2:6][CH3:7])=[O:4].[Cl:8][C:9]1[CH:14]=[CH:13][CH:12]=[C:11]([Cl:15])[C:10]=1[N:16]1[CH:38]=[CH:37][C:19]2[N:20]=[C:21]([NH:24][C:25]3[CH:30]=[CH:29][C:28]([N:31]4[CH2:36][CH2:35][NH:34][CH2:33][CH2:32]4)=[CH:27][CH:26]=3)[N:22]=[CH:23][C:18]=2[C:17]1=[O:39].C(N(CC)CC)C. Product: [Cl:8][C:9]1[CH:14]=[CH:13][CH:12]=[C:11]([Cl:15])[C:10]=1[N:16]1[CH:38]=[CH:37][C:19]2[N:20]=[C:21]([NH:24][C:25]3[CH:26]=[CH:27][C:28]([N:31]4[CH2:32][CH2:33][N:34]([CH2:2][C:3]([O:5][CH2:6][CH3:7])=[O:4])[CH2:35][CH2:36]4)=[CH:29][CH:30]=3)[N:22]=[CH:23][C:18]=2[C:17]1=[O:39]. The catalyst class is: 2. (6) Reactant: [Cl:1][C:2]1[CH:12]=[CH:11][C:5]2[S:6][CH:7]=[C:8]([CH2:9][CH3:10])[C:4]=2[CH:3]=1.[C:13](Cl)(=[O:15])[CH3:14].[Al+3].[Cl-].[Cl-].[Cl-]. Product: [Cl:1][C:2]1[CH:12]=[CH:11][C:5]2[S:6][C:7]([C:13](=[O:15])[CH3:14])=[C:8]([CH2:9][CH3:10])[C:4]=2[CH:3]=1. The catalyst class is: 534. (7) Reactant: [C:1](N1C=CN=C1)(N1C=CN=C1)=[O:2].[C:13]([O:17][C:18]([CH3:21])([CH3:20])[CH3:19])(=[O:16])[NH:14][NH2:15].[NH2:22][CH2:23][C:24]1[CH:29]=[CH:28][C:27]([CH2:30][CH2:31][C:32]2[N:33]=[C:34]([NH:37][C:38](=[O:40])[CH3:39])[S:35][CH:36]=2)=[CH:26][CH:25]=1. Product: [C:38]([NH:37][C:34]1[S:35][CH:36]=[C:32]([CH2:31][CH2:30][C:27]2[CH:28]=[CH:29][C:24]([CH2:23][NH:22][C:1]([NH:15][NH:14][C:13]([O:17][C:18]([CH3:21])([CH3:20])[CH3:19])=[O:16])=[O:2])=[CH:25][CH:26]=2)[N:33]=1)(=[O:40])[CH3:39]. The catalyst class is: 7. (8) Reactant: [CH3:1][C@:2]12[C:9]([CH3:11])([CH3:10])[CH:6]([CH2:7][CH2:8]1)[C:5](=[O:12])[CH2:4][C:3]2=[O:13].C(N(CC)CC)C.[F:21][C:22]([F:33])([F:32])[C:23]1[CH:24]=[C:25]([N:29]=[C:30]=[O:31])[CH:26]=[CH:27][CH:28]=1.Cl. Product: [F:21][C:22]([F:32])([F:33])[C:23]1[CH:24]=[C:25]([NH:29][C:30]([CH:4]2[C:5](=[O:12])[CH:6]3[C:9]([CH3:10])([CH3:11])[C@@:2]([CH3:1])([CH2:8][CH2:7]3)[C:3]2=[O:13])=[O:31])[CH:26]=[CH:27][CH:28]=1. The catalyst class is: 119. (9) Reactant: [Br:1][C:2]1[CH:7]=[CH:6][CH:5]=[C:4]([C:8]2[N:9]=[N:10][N:11]([CH2:13][Si](C)(C)C)[CH:12]=2)[N:3]=1.CCCC[N+](CCCC)(CCCC)CCCC.[F-]. Product: [Br:1][C:2]1[CH:7]=[CH:6][CH:5]=[C:4]([C:8]2[N:9]=[N:10][N:11]([CH3:13])[CH:12]=2)[N:3]=1. The catalyst class is: 20.